Task: Predict the product of the given reaction.. Dataset: Forward reaction prediction with 1.9M reactions from USPTO patents (1976-2016) (1) Given the reactants [CH:1]1([CH2:4][O:5][C:6]2[C:7]([CH3:18])=[CH:8][C:9]([C:12](N(OC)C)=[O:13])=[N:10][CH:11]=2)[CH2:3][CH2:2]1.[H-].[Al+3].[Li+].[H-].[H-].[H-], predict the reaction product. The product is: [CH:1]1([CH2:4][O:5][C:6]2[C:7]([CH3:18])=[CH:8][C:9]([CH:12]=[O:13])=[N:10][CH:11]=2)[CH2:2][CH2:3]1. (2) Given the reactants Br[CH2:2][C:3]1[CH:15]=[CH:14][CH:13]=[C:12]([N+:16]([O-:18])=[O:17])[C:4]=1[C:5]([O:7][C:8]([CH3:11])([CH3:10])[CH3:9])=[O:6].C[N+]1([O-])CC[O:23]CC1, predict the reaction product. The product is: [CH:2]([C:3]1[CH:15]=[CH:14][CH:13]=[C:12]([N+:16]([O-:18])=[O:17])[C:4]=1[C:5]([O:7][C:8]([CH3:11])([CH3:10])[CH3:9])=[O:6])=[O:23]. (3) Given the reactants [CH3:1][C:2]([CH3:11])([CH2:7][NH:8][CH:9]=O)[CH2:3][NH:4][CH:5]=O.[H-].[Al+3].[Li+].[H-].[H-].[H-].O, predict the reaction product. The product is: [CH3:5][NH:4][CH2:3][C:2]([CH3:11])([CH3:1])[CH2:7][NH:8][CH3:9].